Dataset: Forward reaction prediction with 1.9M reactions from USPTO patents (1976-2016). Task: Predict the product of the given reaction. (1) Given the reactants [Cl:1][C:2]1[CH:3]=[CH:4][C:5]([O:17]C)=[C:6]([C:8]2[N:13]3[CH:14]=[CH:15][N:16]=[C:12]3[CH:11]=[CH:10][CH:9]=2)[CH:7]=1.B(Br)(Br)Br.C(=O)([O-])[O-].[Na+].[Na+], predict the reaction product. The product is: [Cl:1][C:2]1[CH:3]=[CH:4][C:5]([OH:17])=[C:6]([C:8]2[N:13]3[CH:14]=[CH:15][N:16]=[C:12]3[CH:11]=[CH:10][CH:9]=2)[CH:7]=1. (2) Given the reactants [CH3:1][C:2]1[C:11]([C:12]([O:14][CH2:15][CH3:16])=[O:13])=[C:10]([C:17]2[CH:22]=[CH:21][CH:20]=[CH:19][CH:18]=2)[C:9]2[C:4](=[CH:5][CH:6]=[C:7]([N+:23]([O-])=O)[CH:8]=2)[N:3]=1, predict the reaction product. The product is: [NH2:23][C:7]1[CH:8]=[C:9]2[C:4](=[CH:5][CH:6]=1)[N:3]=[C:2]([CH3:1])[C:11]([C:12]([O:14][CH2:15][CH3:16])=[O:13])=[C:10]2[C:17]1[CH:18]=[CH:19][CH:20]=[CH:21][CH:22]=1. (3) Given the reactants C1(P(C2C=CC=CC=2)C2C=CC=CC=2)C=CC=CC=1.[CH2:20]([C:22]1[CH:23]=[CH:24][C:25]([O:36][CH:37]([CH3:41])[CH2:38][CH2:39][OH:40])=[C:26]([C:28]([C:30]2[CH:35]=[CH:34][CH:33]=[CH:32][CH:31]=2)=[O:29])[CH:27]=1)[CH3:21].COC(=O)[CH:45]([C:47]1[CH:52]=[CH:51][C:50](O)=[CH:49][C:48]=1[CH3:54])[CH3:46].C[CH2:57][O:58][C:59](/N=N/[C:59]([O:58][CH2:57]C)=[O:60])=[O:60], predict the reaction product. The product is: [CH3:57][O:58][C:59](=[O:60])[CH2:46][CH2:45][C:47]1[CH:52]=[CH:51][C:50]([O:40][CH2:39][CH2:38][CH:37]([O:36][C:25]2[CH:24]=[CH:23][C:22]([CH2:20][CH3:21])=[CH:27][C:26]=2[C:28](=[O:29])[C:30]2[CH:31]=[CH:32][CH:33]=[CH:34][CH:35]=2)[CH3:41])=[CH:49][C:48]=1[CH3:54]. (4) Given the reactants [CH2:1]1[CH2:11][CH2:10]N2[C:4](=NCCC2)[CH2:3][CH2:2]1.C1N=[C:16](N)[C:15]2N=CN(CCOCP(O)(O)=O)[C:14]=2N=1.[C:30]12([C:40]([O:42][CH2:43][Cl:44])=[O:41])[CH2:39][CH:34]3[CH2:35][CH:36]([CH2:38][CH:32]([CH2:33]3)[CH2:31]1)[CH2:37]2.[CH3:45]N(C=O)C, predict the reaction product. The product is: [C:30]12([C:40]([O:42][CH2:43][Cl:44])=[O:41])[CH2:39][CH:34]3[CH2:33][CH:32]([CH2:38][CH:36]([CH2:35]3)[CH2:37]1)[CH2:31]2.[C:11]12([C:43]([Cl:44])=[O:42])[CH2:10][CH:4]3[CH2:3][CH:2]([CH2:14][CH:15]([CH2:16]3)[CH2:45]1)[CH2:1]2.